From a dataset of Blood-brain barrier permeability classification from the B3DB database. Regression/Classification. Given a drug SMILES string, predict its absorption, distribution, metabolism, or excretion properties. Task type varies by dataset: regression for continuous measurements (e.g., permeability, clearance, half-life) or binary classification for categorical outcomes (e.g., BBB penetration, CYP inhibition). Dataset: b3db_classification. (1) The result is 1 (penetrates BBB). The compound is Cc1nc(NC(=O)C2c3ccccc3Oc3ccccc32)no1. (2) The result is 1 (penetrates BBB). The drug is COC(=O)[C@H]1[C@H]2C[C@H]3c4[nH]c5ccccc5c4CCN3C[C@H]2C[C@H](OC(=O)c2cc(OC)c(OC)c(OC)c2)[C@H]1OC. (3) The compound is CCC1(CCC(C)C)CNC(=O)NC1=O. The result is 1 (penetrates BBB). (4) The molecule is O=C1CN=C(c2ccccc2)c2c(Cl)cccc2N1. The result is 1 (penetrates BBB). (5) The compound is OCC(O)C(O)C(O)C(O)CO. The result is 0 (does not penetrate BBB).